From a dataset of Reaction yield outcomes from USPTO patents with 853,638 reactions. Predict the reaction yield, written as a fraction of the theoretical maximum amount of product (1.0 means a 100% yield; for example, 0.34 means a 34% yield). (1) The reactants are [CH2:1]([O:8][C:9]([C:11]1[S:28][C:14]2[NH:15][C:16](=[O:27])[N:17]([CH2:20][C:21]3[CH:26]=[CH:25][CH:24]=[CH:23][CH:22]=3)[C:18](=[O:19])[C:13]=2[CH:12]=1)=[O:10])[C:2]1[CH:7]=[CH:6][CH:5]=[CH:4][CH:3]=1.[H-].[Na+].[CH3:31]I. The catalyst is CN(C=O)C. The product is [CH2:1]([O:8][C:9]([C:11]1[S:28][C:14]2[N:15]([CH3:31])[C:16](=[O:27])[N:17]([CH2:20][C:21]3[CH:22]=[CH:23][CH:24]=[CH:25][CH:26]=3)[C:18](=[O:19])[C:13]=2[CH:12]=1)=[O:10])[C:2]1[CH:3]=[CH:4][CH:5]=[CH:6][CH:7]=1. The yield is 0.660. (2) The product is [C:1]([C:5]1[CH:6]=[C:7]([NH:11][C:12]([NH:14][C:15]2[CH:20]=[C:19]([C:21]3[C:32](=[O:33])[N:31]([CH3:34])[C:24]4[N:25]=[C:26]([NH:40][CH2:39][CH2:38][N:37]([CH3:41])[CH3:36])[N:27]=[CH:28][C:23]=4[CH:22]=3)[CH:18]=[CH:17][C:16]=2[F:35])=[O:13])[CH:8]=[CH:9][CH:10]=1)([CH3:4])([CH3:3])[CH3:2]. No catalyst specified. The yield is 0.860. The reactants are [C:1]([C:5]1[CH:6]=[C:7]([NH:11][C:12]([NH:14][C:15]2[CH:20]=[C:19]([C:21]3[C:32](=[O:33])[N:31]([CH3:34])[C:24]4[N:25]=[C:26](SC)[N:27]=[CH:28][C:23]=4[CH:22]=3)[CH:18]=[CH:17][C:16]=2[F:35])=[O:13])[CH:8]=[CH:9][CH:10]=1)([CH3:4])([CH3:3])[CH3:2].[CH3:36][N:37]([CH3:41])[CH2:38][CH2:39][NH2:40]. (3) The reactants are [C:1]1(C)C=CC(S([O-])(=O)=O)=CC=1.[NH+]1C=CC=CC=1.[C:18]([O:21][C@@H:22]1[C@H:28]2[C@H:29]3[C@H:38]([CH2:39][CH2:40][C@:25]2([CH2:26][CH3:27])[C:24](=[O:42])[CH2:23]1)[C@@H:37]1[C:32](=[CH:33][C:34](=[O:41])[CH2:35][CH2:36]1)[CH2:31][CH2:30]3)(=[O:20])[CH3:19]. The catalyst is COC(OC)(C)C. The product is [C:18]([O:21][C@@H:22]1[C@H:28]2[C@H:29]3[C@H:38]([CH2:39][CH2:40][C@:25]2([CH2:26][CH3:27])[C:24](=[O:42])[CH2:23]1)[C@@H:37]1[C:32]([CH:33]=[C:34]([O:41][CH3:1])[CH2:35][CH2:36]1)=[CH:31][CH2:30]3)(=[O:20])[CH3:19]. The yield is 0.880.